This data is from Reaction yield outcomes from USPTO patents with 853,638 reactions. The task is: Predict the reaction yield, written as a fraction of the theoretical maximum amount of product (1.0 means a 100% yield; for example, 0.34 means a 34% yield). (1) No catalyst specified. The yield is 0.490. The product is [F:37][C:4]1[CH:3]=[C:21]([C:22]2[CH:27]=[CH:26][N:25]=[C:24]3[NH:28][C:29]([C:31]4[CH:32]=[N:33][N:34]([CH3:36])[CH:35]=4)=[N:30][C:23]=23)[CH:20]=[CH:19][C:5]=1[CH2:6][NH:7][C:8]([C:10]1[O:14][C:65]([C:61]([CH3:64])([CH3:63])[CH3:62])=[N:66][N:11]=1)=[O:9]. The reactants are OC[C:3]1[CH:4]=[C:5]([CH:19]=[CH:20][C:21]=1[C:22]1[CH:27]=[CH:26][N:25]=[C:24]2[NH:28][C:29]([C:31]3[CH:32]=[N:33][N:34]([CH3:36])[CH:35]=3)=[N:30][C:23]=12)[CH2:6][NH:7][C:8]([C:10]1[O:14]N=C(C(C)(C)C)[N:11]=1)=[O:9].[F:37]C1C=C(C2C=CN=C3NC(C4C=NN(C)C=4)=NC=23)C=CC=1CN.[C:61]([C:65]1OC(C(O)=O)=N[N:66]=1)([CH3:64])([CH3:63])[CH3:62].C1CN([P+](Br)(N2CCCC2)N2CCCC2)CC1.F[P-](F)(F)(F)(F)F.CN(C=O)C.CCN(C(C)C)C(C)C. (2) The reactants are [CH2:1]1[CH2:12][CH2:11][CH2:10][CH2:9][CH2:8][CH2:7][CH2:6][CH2:5][CH2:4][CH2:3][CH2:2]1.[OH:13]N1[C:24](=[O:25])[C:23]2[C:18](=[CH:19][CH:20]=[CH:21][CH:22]=2)S1(=O)=O. The catalyst is C(#N)C. The product is [C:1]1(=[O:13])[CH2:12][CH2:11][CH2:10][CH2:9][CH2:8][CH2:7][CH2:6][CH2:5][CH2:4][CH2:3][CH2:2]1.[CH:24]1([OH:25])[CH2:23][CH2:18][CH2:19][CH2:20][CH2:21][CH2:22][CH2:11][CH2:12][CH2:1][CH2:2][CH2:3]1. The yield is 0.0950.